The task is: Predict the reactants needed to synthesize the given product.. This data is from Retrosynthesis with 50K atom-mapped reactions and 10 reaction types from USPTO. (1) The reactants are: CC(C)(C)NS(=O)(=O)c1ccccc1-c1ccc(CBr)cc1.CCCCCCCN. Given the product CCCCCCCNCc1ccc(-c2ccccc2S(=O)(=O)NC(C)(C)C)cc1, predict the reactants needed to synthesize it. (2) Given the product CC(C)[Si](C(C)C)(C(C)C)n1ccc2cc(C(=O)OCc3ccccc3)cnc21, predict the reactants needed to synthesize it. The reactants are: CC(C)[Si](C(C)C)(C(C)C)n1ccc2cc(Br)cnc21.O=C(Cl)OCc1ccccc1. (3) The reactants are: CC(C)(C)c1ccc([Mg+])cc1.O=C1Cc2ccccc2C1. Given the product CC(C)(C)c1ccc(C2(O)Cc3ccccc3C2)cc1, predict the reactants needed to synthesize it. (4) Given the product CC(C)CN([C@H](C)c1ccc(Br)cc1)S(=O)(=O)Cc1ccccc1, predict the reactants needed to synthesize it. The reactants are: CC(C)CBr.C[C@@H](NS(=O)(=O)Cc1ccccc1)c1ccc(Br)cc1. (5) Given the product CCCCn1c(Sc2nc(-c3ccccc3)cs2)nc(C(N)=O)c1N, predict the reactants needed to synthesize it. The reactants are: CCCCn1c(Br)nc(C(N)=O)c1N.Sc1nc(-c2ccccc2)cs1. (6) Given the product COC(=O)c1cocc1-n1c(OC)nn(C)c1=O, predict the reactants needed to synthesize it. The reactants are: COC(=O)c1cocc1-n1c(Cl)nn(C)c1=O.C[O-]. (7) Given the product Cc1nccn1-c1ccc(Nc2nc3c(c(NCC4CCOCC4)n2)CN(C)CC3)cc1, predict the reactants needed to synthesize it. The reactants are: C=O.Cc1nccn1-c1ccc(Nc2nc3c(c(NCC4CCOCC4)n2)CNCC3)cc1.